The task is: Predict the product of the given reaction.. This data is from Forward reaction prediction with 1.9M reactions from USPTO patents (1976-2016). (1) Given the reactants [CH2:1]([O:3][C:4]([C:6]([C:9]1[N:10]([CH2:19][C:20]2[CH:25]=[CH:24][C:23]([O:26][CH3:27])=[CH:22][CH:21]=2)[CH:11]=[CH:12][C:13]=1[C:14]([O:16][CH2:17][CH3:18])=[O:15])=[CH:7]O)=[O:5])[CH3:2].C([O-])(=O)C.[NH4+:32], predict the reaction product. The product is: [NH2:32][CH:7]=[C:6]([C:9]1[N:10]([CH2:19][C:20]2[CH:25]=[CH:24][C:23]([O:26][CH3:27])=[CH:22][CH:21]=2)[CH:11]=[CH:12][C:13]=1[C:14]([O:16][CH2:17][CH3:18])=[O:15])[C:4]([O:3][CH2:1][CH3:2])=[O:5]. (2) The product is: [C:1]1([CH:7]([CH3:22])[CH2:8][CH2:9][CH2:10][C:11]2[CH:12]=[CH:13][C:14]([CH2:17][C:18]([O:20][CH3:21])=[O:19])=[CH:15][CH:16]=2)[CH:2]=[CH:3][CH:4]=[CH:5][CH:6]=1. Given the reactants [C:1]1([C:7](=[CH2:22])[CH2:8][CH2:9][CH2:10][C:11]2[CH:16]=[CH:15][C:14]([CH2:17][C:18]([O:20][CH3:21])=[O:19])=[CH:13][CH:12]=2)[CH:6]=[CH:5][CH:4]=[CH:3][CH:2]=1.[H][H], predict the reaction product. (3) Given the reactants [NH2:1][C:2]([NH2:4])=[O:3].S(=O)(=O)(O)[OH:6].ClC1N=[C:15](Cl)[C:14]([CH:18](Br)[CH3:19])=[CH:13]N=1, predict the reaction product. The product is: [CH2:18]([C:14]1[C:13](=[O:6])[NH:1][C:2](=[O:3])[NH:4][CH:15]=1)[CH3:19]. (4) The product is: [NH2:19][C@H:17]([C:16]1[N:4]([CH:1]2[CH2:3][CH2:2]2)[C:5]2[C:10]([C:11]([NH:12][CH3:13])=[O:14])=[CH:9][CH:8]=[CH:7][C:6]=2[N:15]=1)[CH3:18]. Given the reactants [CH:1]1([NH:4][C:5]2[C:10]([C:11](=[O:14])[NH:12][CH3:13])=[CH:9][CH:8]=[CH:7][C:6]=2[NH:15][C:16](=O)[C@@H:17]([NH:19]C(=O)OC(C)(C)C)[CH3:18])[CH2:3][CH2:2]1, predict the reaction product. (5) The product is: [CH3:1][N:2]1[C:10]2[C:5](=[CH:6][CH:7]=[CH:8][CH:9]=2)[C:4]([C:11]2[C:12](=[O:24])[NH:13][C:14](=[O:23])[C:15]=2[C:16]2[CH:21]=[CH:20][CH:19]=[C:18]([NH:22][CH:27]([CH3:28])[CH2:26][OH:25])[CH:17]=2)=[CH:3]1. Given the reactants [CH3:1][N:2]1[C:10]2[C:5](=[CH:6][CH:7]=[CH:8][CH:9]=2)[C:4]([C:11]2[C:12](=[O:24])[NH:13][C:14](=[O:23])[C:15]=2[C:16]2[CH:21]=[CH:20][CH:19]=[C:18]([NH2:22])[CH:17]=2)=[CH:3]1.[OH:25][CH2:26][C:27](=O)[CH3:28].[BH3-]C#N.[Na+], predict the reaction product. (6) Given the reactants C(OC([NH:8][CH2:9][C@H:10]1[CH2:15][CH2:14][C@H:13]([C:16]([NH:18][C@@H:19]([CH2:43][C:44]2[CH:49]=[CH:48][C:47]([C:50]3[CH:55]=[CH:54][C:53]([C:56](=[O:66])[N:57]([CH3:65])[CH:58]4[CH2:63][CH2:62][N:61]([CH3:64])[CH2:60][CH2:59]4)=[CH:52][C:51]=3[CH3:67])=[CH:46][CH:45]=2)[C:20]([NH:22][C:23]2[CH:28]=[CH:27][C:26]([C:29]3[NH:30][C:31]([C:34]([F:42])([F:41])[C:35]([F:40])([F:39])[C:36]([OH:38])=[O:37])=[N:32][N:33]=3)=[CH:25][CH:24]=2)=[O:21])=[O:17])[CH2:12][CH2:11]1)=O)(C)(C)C.[ClH:68].C(#N)C, predict the reaction product. The product is: [ClH:68].[NH2:8][CH2:9][C@H:10]1[CH2:11][CH2:12][C@H:13]([C:16]([NH:18][C@@H:19]([CH2:43][C:44]2[CH:45]=[CH:46][C:47]([C:50]3[CH:55]=[CH:54][C:53]([C:56](=[O:66])[N:57]([CH3:65])[CH:58]4[CH2:59][CH2:60][N:61]([CH3:64])[CH2:62][CH2:63]4)=[CH:52][C:51]=3[CH3:67])=[CH:48][CH:49]=2)[C:20]([NH:22][C:23]2[CH:28]=[CH:27][C:26]([C:29]3[NH:30][C:31]([C:34]([F:42])([F:41])[C:35]([F:39])([F:40])[C:36]([OH:38])=[O:37])=[N:32][N:33]=3)=[CH:25][CH:24]=2)=[O:21])=[O:17])[CH2:14][CH2:15]1.